This data is from Full USPTO retrosynthesis dataset with 1.9M reactions from patents (1976-2016). The task is: Predict the reactants needed to synthesize the given product. (1) Given the product [C:28]([O:27][C:25]([NH:24][C:5]1[CH:4]=[CH:3][C:2]([NH:1][C:35]2[C:36]([CH3:40])=[CH:37][N:38]=[C:33]([Cl:32])[N:34]=2)=[CH:7][C:6]=1[CH2:8][CH2:9][C:10]1[CH:11]=[C:12]([NH:16][C:17](=[O:23])[O:18][C:19]([CH3:22])([CH3:21])[CH3:20])[CH:13]=[N:14][CH:15]=1)=[O:26])([CH3:31])([CH3:30])[CH3:29], predict the reactants needed to synthesize it. The reactants are: [NH2:1][C:2]1[CH:3]=[CH:4][C:5]([NH:24][C:25]([O:27][C:28]([CH3:31])([CH3:30])[CH3:29])=[O:26])=[C:6]([CH2:8][CH2:9][C:10]2[CH:11]=[C:12]([NH:16][C:17](=[O:23])[O:18][C:19]([CH3:22])([CH3:21])[CH3:20])[CH:13]=[N:14][CH:15]=2)[CH:7]=1.[Cl:32][C:33]1[N:38]=[C:37](Cl)[C:36]([CH3:40])=[CH:35][N:34]=1.C(=O)([O-])[O-].[K+].[K+]. (2) The reactants are: [C:1]([Cl:5])(=[O:4])[CH2:2][CH3:3].C(O)(=[O:8])C. Given the product [C:1]([OH:4])(=[O:8])[CH2:2][CH3:3].[C:1]([Cl:5])(=[O:4])[CH3:2].[C:1]([Cl:5])(=[O:4])[CH2:2][CH3:3], predict the reactants needed to synthesize it. (3) Given the product [CH2:26]([N:7]1[CH2:6][C@@H:3]2[C@@H:2]([N:1]([C:9]3[CH:10]=[CH:11][C:12]([C:15]4[CH:20]=[CH:19][C:18]([C:21]#[N:22])=[CH:17][CH:16]=4)=[CH:13][CH:14]=3)[CH2:5][CH2:4]2)[CH2:8]1)[CH3:27], predict the reactants needed to synthesize it. The reactants are: [N:1]1([C:9]2[CH:14]=[CH:13][C:12]([C:15]3[CH:20]=[CH:19][C:18]([C:21]#[N:22])=[CH:17][CH:16]=3)=[CH:11][CH:10]=2)[CH2:5][CH2:4][C@@H:3]2[CH2:6][NH:7][CH2:8][C@H:2]12.[H-].[Na+].I[CH2:26][CH3:27].